From a dataset of Merck oncology drug combination screen with 23,052 pairs across 39 cell lines. Regression. Given two drug SMILES strings and cell line genomic features, predict the synergy score measuring deviation from expected non-interaction effect. (1) Drug 1: C=CCn1c(=O)c2cnc(Nc3ccc(N4CCN(C)CC4)cc3)nc2n1-c1cccc(C(C)(C)O)n1. Drug 2: CS(=O)(=O)CCNCc1ccc(-c2ccc3ncnc(Nc4ccc(OCc5cccc(F)c5)c(Cl)c4)c3c2)o1. Cell line: HCT116. Synergy scores: synergy=11.8. (2) Synergy scores: synergy=15.6. Cell line: UACC62. Drug 2: N#Cc1ccc(Cn2cncc2CN2CCN(c3cccc(Cl)c3)C(=O)C2)cc1. Drug 1: O=S1(=O)NC2(CN1CC(F)(F)F)C1CCC2Cc2cc(C=CCN3CCC(C(F)(F)F)CC3)ccc2C1. (3) Drug 1: O=C(O)C1(Cc2cccc(Nc3nccs3)n2)CCC(Oc2cccc(Cl)c2F)CC1. Drug 2: Cn1cc(-c2cnn3c(N)c(Br)c(C4CCCNC4)nc23)cn1. Cell line: A375. Synergy scores: synergy=8.95. (4) Drug 1: O=S1(=O)NC2(CN1CC(F)(F)F)C1CCC2Cc2cc(C=CCN3CCC(C(F)(F)F)CC3)ccc2C1. Drug 2: NC1(c2ccc(-c3nc4ccn5c(=O)[nH]nc5c4cc3-c3ccccc3)cc2)CCC1. Cell line: A2058. Synergy scores: synergy=18.2. (5) Drug 1: O=C(CCCCCCC(=O)Nc1ccccc1)NO. Synergy scores: synergy=-3.33. Drug 2: CCc1c2c(nc3ccc(O)cc13)-c1cc3c(c(=O)n1C2)COC(=O)C3(O)CC. Cell line: CAOV3. (6) Drug 1: CC1(c2nc3c(C(N)=O)cccc3[nH]2)CCCN1. Drug 2: CCC1(O)C(=O)OCc2c1cc1n(c2=O)Cc2cc3c(CN(C)C)c(O)ccc3nc2-1. Cell line: HCT116. Synergy scores: synergy=-5.78. (7) Drug 1: Cn1nnc2c(C(N)=O)ncn2c1=O. Drug 2: O=C(NOCC(O)CO)c1ccc(F)c(F)c1Nc1ccc(I)cc1F. Cell line: A375. Synergy scores: synergy=-0.478.